Dataset: Reaction yield outcomes from USPTO patents with 853,638 reactions. Task: Predict the reaction yield, written as a fraction of the theoretical maximum amount of product (1.0 means a 100% yield; for example, 0.34 means a 34% yield). The reactants are [CH3:1][N:2]1[C:6](OS(C(F)(F)F)(=O)=O)=[CH:5][C:4]([C:15]2[CH:16]=[N:17][CH:18]=[CH:19][CH:20]=2)=[N:3]1.CC1(C)C(C)(C)OB([C:29]2[CH:30]=[C:31]3[C:35](=[CH:36][CH:37]=2)[NH:34][C:33](=[O:38])[CH2:32]3)O1. The catalyst is O1CCOCC1. The product is [CH3:1][N:2]1[C:6]([C:29]2[CH:30]=[C:31]3[C:35](=[CH:36][CH:37]=2)[NH:34][C:33](=[O:38])[CH2:32]3)=[CH:5][C:4]([C:15]2[CH:16]=[N:17][CH:18]=[CH:19][CH:20]=2)=[N:3]1. The yield is 0.640.